From a dataset of Full USPTO retrosynthesis dataset with 1.9M reactions from patents (1976-2016). Predict the reactants needed to synthesize the given product. (1) The reactants are: Br[C:2]1[CH:7]=[CH:6][C:5]([CH3:8])=[CH:4][N:3]=1.[Li+].CCC[CH2-].[CH2:14]([N:21]1[CH2:26][CH2:25][C:24]([NH:29][C:30]2[CH:35]=[CH:34][CH:33]=[CH:32][CH:31]=2)(C#N)[CH2:23][CH2:22]1)[C:15]1[CH:20]=[CH:19][CH:18]=[CH:17][CH:16]=1.O. Given the product [CH2:14]([N:21]1[CH2:22][CH2:23][C:24]([NH:29][C:30]2[CH:35]=[CH:34][CH:33]=[CH:32][CH:31]=2)([C:2]2[CH:7]=[CH:6][C:5]([CH3:8])=[CH:4][N:3]=2)[CH2:25][CH2:26]1)[C:15]1[CH:16]=[CH:17][CH:18]=[CH:19][CH:20]=1, predict the reactants needed to synthesize it. (2) Given the product [OH:13][CH2:14][CH2:15][N:10]1[C:6]2[C:5]([Br:17])=[C:4]([NH2:1])[CH:12]=[CH:11][C:7]=2[N:8]=[CH:9]1.[OH:13][CH2:14][CH2:15][N:8]1[C:7]2[CH:11]=[CH:12][C:4]([NH2:1])=[C:5]([Br:17])[C:6]=2[N:10]=[CH:9]1, predict the reactants needed to synthesize it. The reactants are: [N+:1]([C:4]1[CH:12]=[CH:11][C:7]2[N:8]=[CH:9][NH:10][C:6]=2[CH:5]=1)([O-])=O.[OH:13][CH2:14][CH2:15]Br.[Br:17]Br.N. (3) Given the product [CH2:27]([O:29][C:30](=[O:39])[C:31]1[CH:36]=[CH:35][C:34]([CH2:37][NH:38][C:3](=[O:4])[CH:2]([OH:1])[CH2:6][CH2:7][NH:8][C:9]([CH:11]2[C:16]([CH3:18])([CH3:17])[CH2:15][O:14][C@@H:13]([C:19]3[CH:24]=[CH:23][C:22]([O:25][CH3:26])=[CH:21][CH:20]=3)[O:12]2)=[O:10])=[CH:33][CH:32]=1)[CH3:28], predict the reactants needed to synthesize it. The reactants are: [OH:1][CH:2]([CH2:6][CH2:7][NH:8][C:9]([CH:11]1[C:16]([CH3:18])([CH3:17])[CH2:15][O:14][C@@H:13]([C:19]2[CH:24]=[CH:23][C:22]([O:25][CH3:26])=[CH:21][CH:20]=2)[O:12]1)=[O:10])[C:3](O)=[O:4].[CH2:27]([O:29][C:30](=[O:39])[C:31]1[CH:36]=[CH:35][C:34]([CH2:37][NH2:38])=[CH:33][CH:32]=1)[CH3:28]. (4) Given the product [F:1][C:2]([F:7])([F:6])[C:3]([OH:5])=[O:4].[NH2:36][C@H:24]1[C@H:23]([CH3:22])[O:29][C:28]2[CH:30]=[C:31]([CH3:34])[CH:32]=[CH:33][C:27]=2[NH:26][C:25]1=[O:35], predict the reactants needed to synthesize it. The reactants are: [F:1][C:2]([F:7])([F:6])[C:3]([OH:5])=[O:4].N[C@H]1COC2C=C(C)C=CC=2NC1=O.[CH3:22][C@@H:23]1[O:29][C:28]2[CH:30]=[C:31]([CH3:34])[CH:32]=[CH:33][C:27]=2[NH:26][C:25](=[O:35])[C@H:24]1[NH:36]C(=O)OC(C)(C)C. (5) The reactants are: I[C:2]1[C:10]2[O:9][CH:8]=[CH:7][C:6]=2[CH:5]=[C:4]([N+:11]([O-:13])=[O:12])[CH:3]=1.[NH:14]1[CH2:19][CH2:18][CH:17]([NH:20][C:21](=[O:27])[O:22][C:23]([CH3:26])([CH3:25])[CH3:24])[CH2:16][CH2:15]1.CC1(C)C2C(=C(P(C3C=CC=CC=3)C3C=CC=CC=3)C=CC=2)OC2C(P(C3C=CC=CC=3)C3C=CC=CC=3)=CC=CC1=2.CC(C)([O-])C.[Na+]. Given the product [N+:11]([C:4]1[CH:3]=[C:2]([N:14]2[CH2:15][CH2:16][CH:17]([NH:20][C:21](=[O:27])[O:22][C:23]([CH3:25])([CH3:24])[CH3:26])[CH2:18][CH2:19]2)[C:10]2[O:9][CH:8]=[CH:7][C:6]=2[CH:5]=1)([O-:13])=[O:12], predict the reactants needed to synthesize it.